From a dataset of Reaction yield outcomes from USPTO patents with 853,638 reactions. Predict the reaction yield, written as a fraction of the theoretical maximum amount of product (1.0 means a 100% yield; for example, 0.34 means a 34% yield). (1) The reactants are [C:1]1([P:7]([C:14]2[CH:19]=[CH:18][CH:17]=[CH:16][CH:15]=2)[C:8]2[CH:13]=[CH:12][CH:11]=[CH:10][CH:9]=2)[CH:6]=[CH:5][CH:4]=[CH:3][CH:2]=1.[Br:20][CH2:21][C:22]([O:24][CH2:25][CH3:26])=[O:23]. The catalyst is C1(C)C=CC=CC=1. The product is [Br-:20].[CH2:25]([O:24][C:22]([CH2:21][P+:7]([C:1]1[CH:2]=[CH:3][CH:4]=[CH:5][CH:6]=1)([C:8]1[CH:13]=[CH:12][CH:11]=[CH:10][CH:9]=1)[C:14]1[CH:15]=[CH:16][CH:17]=[CH:18][CH:19]=1)=[O:23])[CH3:26]. The yield is 0.940. (2) The reactants are ClC(Cl)(Cl)C(=N)O[C@H:5]1[O:22][C@H:21]([CH2:23][O:24][C:25](=[O:27])[CH3:26])[C@@H:16]([O:17][C:18](=[O:20])[CH3:19])[C@H:11]([O:12][C:13](=[O:15])[CH3:14])[C@@H:6]1[O:7][C:8](=[O:10])[CH3:9].[I:31][C:32]1[CH:37]=[CH:36][C:35]([OH:38])=[C:34]([O:39][CH3:40])[CH:33]=1.[Si](OS(C(F)(F)F)(=O)=O)(C)(C)C. The catalyst is ClCCl. The product is [C:8]([O:7][C@H:6]1[C@@H:11]([O:12][C:13](=[O:15])[CH3:14])[C@H:16]([O:17][C:18](=[O:20])[CH3:19])[C@@H:21]([CH2:23][O:24][C:25](=[O:27])[CH3:26])[O:22][C@@H:5]1[O:38][C:35]1[CH:36]=[CH:37][C:32]([I:31])=[CH:33][C:34]=1[O:39][CH3:40])(=[O:10])[CH3:9]. The yield is 0.890. (3) The catalyst is O. The reactants are [NH2:1][C:2]1[CH:9]=[CH:8][CH:7]=[CH:6][C:3]=1[CH:4]=O.CC1(C)O[C:16](=O)[CH2:15][C:13](=[O:14])[O:12]1. The product is [NH:1]1[C:2]2[C:3](=[CH:6][CH:7]=[CH:8][CH:9]=2)[CH:4]=[C:15]([C:13]([OH:14])=[O:12])[CH2:16]1. The yield is 0.660. (4) The product is [CH2:1]([O:8][C:9]1[C:10]([OH:12])=[N:25][C:24]([C:22]2[CH:21]=[CH:20][N:19]=[C:18]([Cl:17])[CH:23]=2)=[N:26][CH:15]=1)[C:2]1[CH:3]=[CH:4][CH:5]=[CH:6][CH:7]=1. The reactants are [CH2:1]([O:8][CH:9]([CH:15]=O)[C:10]([O:12]CC)=O)[C:2]1[CH:7]=[CH:6][CH:5]=[CH:4][CH:3]=1.[Cl:17][C:18]1[CH:23]=[C:22]([C:24](=[NH:26])[NH2:25])[CH:21]=[CH:20][N:19]=1. The catalyst is C(O)C. The yield is 0.660. (5) The reactants are [Br:1][C:2]1[CH:3]=[C:4]([NH:13][CH:14]2[CH2:19][CH2:18][O:17][CH2:16][CH2:15]2)[C:5]([CH3:12])=[C:6]([CH:11]=1)[C:7]([O:9][CH3:10])=[O:8].[BH4-].[Na+].[OH-].[Na+].Cl.[F:25][CH:26]([F:30])[C:27](O)=O. The yield is 0.960. No catalyst specified. The product is [Br:1][C:2]1[CH:3]=[C:4]([N:13]([CH2:27][CH:26]([F:30])[F:25])[CH:14]2[CH2:19][CH2:18][O:17][CH2:16][CH2:15]2)[C:5]([CH3:12])=[C:6]([CH:11]=1)[C:7]([O:9][CH3:10])=[O:8]. (6) The reactants are C([O-])(=O)C.[K+].[Br:6][C:7]1[CH:16]=[CH:15][C:10]([C:11]([O:13][CH3:14])=[O:12])=[CH:9][C:8]=1[CH2:17]Br.O.C(OCC)(=O)C. The catalyst is C(O)(=O)C. The product is [Br:6][C:7]1[CH:16]=[CH:15][C:10]([C:11]([O:13][CH3:14])=[O:12])=[CH:9][C:8]=1[CH3:17]. The yield is 0.570. (7) The reactants are [Cl:1][C:2]1[N:7]=[N:6][C:5]([O:8][C:9]2[C:14]([CH3:15])=[CH:13][CH:12]=[CH:11][C:10]=2[CH:16]2[CH2:18][CH2:17]2)=[C:4]([OH:19])[CH:3]=1.C(=O)([O-])[O-].[K+].[K+].[N:26]1([C:32](Cl)=[O:33])[CH2:31][CH2:30][O:29][CH2:28][CH2:27]1. The catalyst is C(OCCCC)(=O)C. The product is [N:26]1([C:32]([O:19][C:4]2[CH:3]=[C:2]([Cl:1])[N:7]=[N:6][C:5]=2[O:8][C:9]2[C:14]([CH3:15])=[CH:13][CH:12]=[CH:11][C:10]=2[CH:16]2[CH2:18][CH2:17]2)=[O:33])[CH2:31][CH2:30][O:29][CH2:28][CH2:27]1. The yield is 0.990.